The task is: Predict the reaction yield, written as a fraction of the theoretical maximum amount of product (1.0 means a 100% yield; for example, 0.34 means a 34% yield).. This data is from Reaction yield outcomes from USPTO patents with 853,638 reactions. (1) The reactants are [Br:1]Br.[CH3:3][O:4][C:5]1[CH:12]=[CH:11][CH:10]=[CH:9][C:6]=1[C:7]#[N:8]. The catalyst is C(Cl)(Cl)Cl. The product is [Br:1][C:10]1[CH:11]=[CH:12][C:5]([O:4][CH3:3])=[C:6]([CH:9]=1)[C:7]#[N:8]. The yield is 0.710. (2) The product is [CH2:1]([N:3]([CH2:19][CH3:20])[CH2:4][CH2:5][N:6]1[CH2:11][CH2:10][C:9]2[NH:12][C:13]([CH:16]=[C:29]3[C:28]4[C:32](=[CH:33][CH:34]=[CH:35][C:27]=4[CH:24]4[CH2:23][CH2:22][NH:21][CH2:26][CH2:25]4)[NH:31][C:30]3=[O:36])=[C:14]([CH3:15])[C:8]=2[C:7]1=[O:18])[CH3:2]. No catalyst specified. The reactants are [CH2:1]([N:3]([CH2:19][CH3:20])[CH2:4][CH2:5][N:6]1[CH2:11][CH2:10][C:9]2[NH:12][C:13]([CH:16]=O)=[C:14]([CH3:15])[C:8]=2[C:7]1=[O:18])[CH3:2].[NH:21]1[CH2:26][CH2:25][CH:24]([C:27]2[CH:35]=[CH:34][CH:33]=[C:32]3[C:28]=2[CH2:29][C:30](=[O:36])[NH:31]3)[CH2:23][CH2:22]1. The yield is 0.260. (3) The reactants are [OH:1][CH:2]([C:33]([CH3:36])([CH3:35])[CH3:34])[CH2:3][N:4]1[C:9](=[O:10])[C:8]([CH2:11][C:12]2[CH:17]=[CH:16][C:15]([C:18]3[C:19]([C:24]#[N:25])=[CH:20][CH:21]=[CH:22][CH:23]=3)=[CH:14][CH:13]=2)=[C:7]([CH2:26][CH2:27][CH3:28])[N:6]2[N:29]=[C:30]([CH3:32])[N:31]=[C:5]12.N1C(C)=CC=CC=1C.O1CCCC1.FC(F)(F)S(O[Si:56]([C:59]([CH3:62])([CH3:61])[CH3:60])([CH3:58])[CH3:57])(=O)=O. The catalyst is C(OCC)(=O)C. The product is [Si:56]([O:1][CH:2]([C:33]([CH3:35])([CH3:34])[CH3:36])[CH2:3][N:4]1[C:9](=[O:10])[C:8]([CH2:11][C:12]2[CH:13]=[CH:14][C:15]([C:18]3[C:19]([C:24]#[N:25])=[CH:20][CH:21]=[CH:22][CH:23]=3)=[CH:16][CH:17]=2)=[C:7]([CH2:26][CH2:27][CH3:28])[N:6]2[N:29]=[C:30]([CH3:32])[N:31]=[C:5]12)([C:59]([CH3:62])([CH3:61])[CH3:60])([CH3:58])[CH3:57]. The yield is 0.810. (4) The reactants are [C:1]([O:5][C:6]([N:8]1[CH2:13][CH2:12][CH2:11][CH2:10][C@@H:9]1[C:14](O)=[O:15])=[O:7])([CH3:4])([CH3:3])[CH3:2]. The catalyst is C1COCC1. The product is [C:1]([O:5][C:6]([N:8]1[CH2:13][CH2:12][CH2:11][CH2:10][C@@H:9]1[CH2:14][OH:15])=[O:7])([CH3:4])([CH3:3])[CH3:2]. The yield is 0.820. (5) The reactants are [Br:1][C:2]1[C:3]([CH3:21])=[C:4]([N:8]2[C:17](=[O:18])[C:16]3[C:11](=[C:12]([Cl:19])[CH:13]=[CH:14][CH:15]=3)[NH:10][C:9]2=[O:20])[CH:5]=[CH:6][CH:7]=1.[C:22]([O-])([O-])=O.[Cs+].[Cs+].IC.CCOC(C)=O. The catalyst is CN(C=O)C.O. The product is [Br:1][C:2]1[C:3]([CH3:21])=[C:4]([N:8]2[C:17](=[O:18])[C:16]3[C:11](=[C:12]([Cl:19])[CH:13]=[CH:14][CH:15]=3)[N:10]([CH3:22])[C:9]2=[O:20])[CH:5]=[CH:6][CH:7]=1. The yield is 0.810. (6) The reactants are [OH-:1].[K+].[F:3][C:4]([F:38])([F:37])[C:5]1[CH:36]=[CH:35][C:8]([O:9][C@@H:10]2[CH2:14][CH2:13][N:12]([C:15]([CH3:34])([CH3:33])[CH2:16][CH2:17][C:18]([C:27]3[CH:32]=[CH:31][CH:30]=[CH:29][CH:28]=3)([C:21]3[CH:26]=[CH:25][CH:24]=[CH:23][CH:22]=3)[C:19]#[N:20])[CH2:11]2)=[CH:7][CH:6]=1. The catalyst is CC(O)(CC)CC. The product is [F:38][C:4]([F:37])([F:3])[C:5]1[CH:6]=[CH:7][C:8]([O:9][C@@H:10]2[CH2:14][CH2:13][N:12]([C:15]([CH3:34])([CH3:33])[CH2:16][CH2:17][C:18]([C:21]3[CH:26]=[CH:25][CH:24]=[CH:23][CH:22]=3)([C:27]3[CH:28]=[CH:29][CH:30]=[CH:31][CH:32]=3)[C:19]([NH2:20])=[O:1])[CH2:11]2)=[CH:35][CH:36]=1. The yield is 0.680. (7) The product is [F:15][C:16]([F:27])([F:26])[C:17]1[CH:22]=[CH:21][C:20]([C:2]2[C:7]3=[N:8][C:9]([C:12]([NH2:14])=[O:13])=[CH:10][N:11]=[C:6]3[CH:5]=[N:4][CH:3]=2)=[CH:19][CH:18]=1. The yield is 0.440. The reactants are Br[C:2]1[C:7]2=[N:8][C:9]([C:12]([NH2:14])=[O:13])=[CH:10][N:11]=[C:6]2[CH:5]=[N:4][CH:3]=1.[F:15][C:16]([F:27])([F:26])[C:17]1[CH:22]=[CH:21][C:20](B(O)O)=[CH:19][CH:18]=1.C(=O)([O-])[O-].[Cs+].[Cs+].O1CCOCC1. The catalyst is C1(P([C-]2C=CC=C2)C2C=CC=CC=2)C=CC=CC=1.[C-]1(P(C2C=CC=CC=2)C2C=CC=CC=2)C=CC=C1.[Fe+2].[Pd](Cl)Cl.O.